Predict which catalyst facilitates the given reaction. From a dataset of Catalyst prediction with 721,799 reactions and 888 catalyst types from USPTO. (1) Reactant: [CH:1]([C:3]1[CH:19]=[CH:18][C:6]([O:7][C:8]([CH3:17])([CH3:16])[C:9]([O:11][C:12]([CH3:15])([CH3:14])[CH3:13])=[O:10])=[CH:5][CH:4]=1)=O.[CH3:20][C:21]1[N:22]=[CH:23][O:24][C:25]=1[CH2:26][NH2:27].C(O[BH-](OC(=O)C)OC(=O)C)(=O)C.[Na+].C(=O)(O)[O-].[Na+]. Product: [CH3:16][C:8]([O:7][C:6]1[CH:18]=[CH:19][C:3]([CH2:1][NH:27][CH2:26][C:25]2[O:24][CH:23]=[N:22][C:21]=2[CH3:20])=[CH:4][CH:5]=1)([CH3:17])[C:9]([O:11][C:12]([CH3:15])([CH3:14])[CH3:13])=[O:10]. The catalyst class is: 26. (2) Reactant: [CH2:1]([O:8][C:9](=[O:22])[NH:10][CH2:11][CH2:12][CH2:13][CH2:14][C:15]1[CH:20]=[CH:19][C:18]([OH:21])=[CH:17][CH:16]=1)[C:2]1[CH:7]=[CH:6][CH:5]=[CH:4][CH:3]=1.Br[CH2:24][CH2:25][CH2:26][C:27]#[N:28].C(=O)([O-])[O-].[K+].[K+]. Product: [CH2:1]([O:8][C:9](=[O:22])[NH:10][CH2:11][CH2:12][CH2:13][CH2:14][C:15]1[CH:20]=[CH:19][C:18]([O:21][CH2:24][CH2:25][CH2:26][C:27]#[N:28])=[CH:17][CH:16]=1)[C:2]1[CH:7]=[CH:6][CH:5]=[CH:4][CH:3]=1. The catalyst class is: 3. (3) Reactant: [O:1]=[C:2]1[C:10]2([CH2:14][O:13][C:12]3[CH:15]=[C:16]4[C:20](=[CH:21][C:11]2=3)[CH2:19][CH2:18][O:17]4)[C:9]2[C:4](=[CH:5][CH:6]=[CH:7][CH:8]=2)[N:3]1[CH2:22][C:23]1[CH:24]=[C:25]([CH:30]=[CH:31][CH:32]=1)[C:26]([O:28]C)=[O:27].O.[OH-].[Li+]. Product: [O:1]=[C:2]1[C:10]2([CH2:14][O:13][C:12]3[CH:15]=[C:16]4[C:20](=[CH:21][C:11]2=3)[CH2:19][CH2:18][O:17]4)[C:9]2[C:4](=[CH:5][CH:6]=[CH:7][CH:8]=2)[N:3]1[CH2:22][C:23]1[CH:24]=[C:25]([CH:30]=[CH:31][CH:32]=1)[C:26]([OH:28])=[O:27]. The catalyst class is: 30. (4) Reactant: [Cl:1][C:2]1[C:3]2[N:4]([CH:12]=[C:13]([C:15]([OH:17])=O)[N:14]=2)[CH:5]=[C:6]([C:8]([F:11])([F:10])[F:9])[CH:7]=1.CCN=C=NCCCN(C)C.Cl.C1C=CC2N(O)N=NC=2C=1.[Cl:40][C:41]1[CH:50]=[C:49]([N+:51]([O-:53])=[O:52])[CH:48]=[CH:47][C:42]=1[C:43]([NH2:46])=[N:44]O. Product: [Cl:1][C:2]1[C:3]2[N:4]([CH:12]=[C:13]([C:15]3[O:17][N:46]=[C:43]([C:42]4[CH:47]=[CH:48][C:49]([N+:51]([O-:53])=[O:52])=[CH:50][C:41]=4[Cl:40])[N:44]=3)[N:14]=2)[CH:5]=[C:6]([C:8]([F:9])([F:10])[F:11])[CH:7]=1. The catalyst class is: 3. (5) Reactant: [Br:1][C:2]1[C:10]2[C:5](=[CH:6][N:7]=[CH:8][CH:9]=2)[NH:4][CH:3]=1.S(OC)(O[CH3:15])(=O)=O.[H-].[Na+].C(=O)([O-])O.[Na+]. Product: [Br:1][C:2]1[C:10]2[C:5](=[CH:6][N:7]=[CH:8][CH:9]=2)[N:4]([CH3:15])[CH:3]=1. The catalyst class is: 9. (6) Reactant: [O:1]1[C:5]2([CH2:10][CH2:9][O:8][CH2:7][CH:6]2[CH2:11]/[CH:12]=[CH:13]/[C:14](OC)=[O:15])[O:4][CH2:3][CH2:2]1.[Li+].[Cl-].[BH4-].[Na+].CCO. Product: [O:1]1[C:5]2([CH2:10][CH2:9][O:8][CH2:7][CH:6]2[CH2:11][CH2:12][CH2:13][CH2:14][OH:15])[O:4][CH2:3][CH2:2]1. The catalyst class is: 1. (7) Reactant: [H-].[Na+].[C:3]1([C:9]2[CH:13]=[CH:12][NH:11][N:10]=2)[CH:8]=[CH:7][CH:6]=[CH:5][CH:4]=1.IC.[CH3:16]N1C=CC(C2C=CC=CC=2)=N1. Product: [CH3:16][N:10]1[C:9]([C:3]2[CH:4]=[CH:5][CH:6]=[CH:7][CH:8]=2)=[CH:13][CH:12]=[N:11]1. The catalyst class is: 20.